This data is from Reaction yield outcomes from USPTO patents with 853,638 reactions. The task is: Predict the reaction yield, written as a fraction of the theoretical maximum amount of product (1.0 means a 100% yield; for example, 0.34 means a 34% yield). (1) The reactants are C(O[BH-](OC(=O)C)OC(=O)C)(=O)C.[Na+].[N+:15]([C:18]1[CH:23]=[CH:22][C:21]([C:24]2[CH2:30][CH:29]3[NH:31][CH:26]([CH2:27][CH2:28]3)[CH:25]=2)=[CH:20][CH:19]=1)([O-:17])=[O:16].[C:32]1(=O)[CH2:37][CH2:36][CH2:35][CH2:34][CH2:33]1.C([O-])(O)=O.[Na+]. The catalyst is ClCCCl. The product is [CH:32]1([N:31]2[CH:29]3[CH2:28][CH2:27][CH:26]2[CH:25]=[C:24]([C:21]2[CH:20]=[CH:19][C:18]([N+:15]([O-:17])=[O:16])=[CH:23][CH:22]=2)[CH2:30]3)[CH2:37][CH2:36][CH2:35][CH2:34][CH2:33]1. The yield is 0.650. (2) The reactants are [C:1](#[N:3])[CH3:2].C([Li])CCC.[CH2:9]([O:16][C:17](C[N:20]1[CH2:27][CH2:26][CH2:25][C@@H:21]1[C:22]([O-])=[O:23])=[O:18])[C:10]1[CH:15]=[CH:14][CH:13]=[CH:12][CH:11]=1.Cl. The catalyst is O.C(OCC)C.C1COCC1. The product is [C:1]([CH2:2][C:22]([C@H:21]1[CH2:25][CH2:26][CH2:27][NH:20]1)=[O:23])#[N:3].[CH:17]([O:16][CH2:9][C:10]1[CH:15]=[CH:14][CH:13]=[CH:12][CH:11]=1)=[O:18]. The yield is 0.878. (3) The reactants are [CH3:1][S:2]([NH:5][CH2:6][C:7]1[C:15]2[S:14](=[O:17])(=[O:16])[N:13]=[C:12]([CH2:18][C:19]([OH:21])=O)[NH:11][C:10]=2[S:9][CH:8]=1)(=[O:4])=[O:3].F[P-](F)(F)(F)(F)F.N1([O:38][C:39](N(C)C)=[N+](C)C)C2N=CC=CC=2N=N1.CN1CCOCC1.C(OC(=O)[CH:57]([CH2:62][NH:63][CH2:64][C:65]1[CH:70]=[CH:69][C:68]([F:71])=[CH:67][CH:66]=1)[CH2:58][CH:59]([CH3:61])[CH3:60])C.[O-]CC.[Na+].C(O)C. The catalyst is CN(C)C=O. The product is [F:71][C:68]1[CH:67]=[CH:66][C:65]([CH2:64][N:63]2[CH2:62][CH:57]([CH2:58][CH:59]([CH3:60])[CH3:61])[C:19]([OH:21])=[C:18]([C:12]3[NH:11][C:10]4[S:9][CH:8]=[C:7]([CH2:6][NH:5][S:2]([CH3:1])(=[O:3])=[O:4])[C:15]=4[S:14](=[O:16])(=[O:17])[N:13]=3)[C:39]2=[O:38])=[CH:70][CH:69]=1. The yield is 0.450. (4) The reactants are [C:1]([O:5][C:6]([NH:8][C@H:9]1[CH2:14][CH2:13][C@H:12]([CH2:15][CH2:16]OS(C)(=O)=O)[CH2:11][CH2:10]1)=[O:7])([CH3:4])([CH3:3])[CH3:2].C(=O)([O-])[O-].[K+].[K+].[NH:28]1[CH2:32][CH2:31][CH2:30][CH2:29]1.O. The catalyst is C(#N)C. The product is [C:1]([O:5][C:6](=[O:7])[NH:8][C@H:9]1[CH2:14][CH2:13][C@H:12]([CH2:15][CH2:16][N:28]2[CH2:32][CH2:31][CH2:30][CH2:29]2)[CH2:11][CH2:10]1)([CH3:4])([CH3:3])[CH3:2]. The yield is 0.640. (5) The yield is 0.810. The reactants are [CH3:1][C@H:2]1[CH2:7][NH:6][C@H:5]([CH3:8])[CH2:4][N:3]1[C:9]([O:11][CH2:12][CH3:13])=[O:10].[CH2:14](Br)[CH:15]=[CH2:16].C(=O)([O-])[O-].[Na+].[Na+]. The product is [CH2:16]([N:6]1[C@H:5]([CH3:8])[CH2:4][N:3]([C:9]([O:11][CH2:12][CH3:13])=[O:10])[C@@H:2]([CH3:1])[CH2:7]1)[CH:15]=[CH2:14]. The catalyst is C(#N)C. (6) The yield is 0.620. The catalyst is C1(C)C=CC=CC=1.[N+](CCCC)(CCCC)(CCCC)CCCC.[O-]S(O)(=O)=O.C1COCC1.CCOC(C)=O.O.CO. The product is [F:1][C:2]1[CH:3]=[C:4]([CH:17]=[C:18]([O:20][C:21]2[CH:26]=[CH:25][CH:24]=[CH:23][CH:22]=2)[CH:19]=1)[CH2:5][O:6][C:7]12[CH2:13][C:10]([CH2:14][CH2:15][O:16][CH2:30][C:31]([OH:33])=[O:32])([CH2:11][CH2:12]1)[CH2:9][CH2:8]2. The reactants are [F:1][C:2]1[CH:3]=[C:4]([CH:17]=[C:18]([O:20][C:21]2[CH:26]=[CH:25][CH:24]=[CH:23][CH:22]=2)[CH:19]=1)[CH2:5][O:6][C:7]12[CH2:13][C:10]([CH2:14][CH2:15][OH:16])([CH2:11][CH2:12]1)[CH2:9][CH2:8]2.[OH-].[Na+].Br[CH2:30][C:31]([O:33]C(C)(C)C)=[O:32].Cl.O[Li].O.